This data is from Full USPTO retrosynthesis dataset with 1.9M reactions from patents (1976-2016). The task is: Predict the reactants needed to synthesize the given product. (1) Given the product [Cl:1][C:2]1[C:7]([CH3:8])=[CH:6][C:5]([B:9]([OH:10])[OH:11])=[C:4]([OH:12])[CH:3]=1, predict the reactants needed to synthesize it. The reactants are: [Cl:1][C:2]1[C:7]([CH3:8])=[CH:6][C:5]([B:9]([OH:11])[OH:10])=[C:4]([O:12]C)[CH:3]=1.B(Br)(Br)Br. (2) The reactants are: Cl[C:2]1[C:3](=[O:24])[C:4](=[O:23])[C:5]=1[NH:6][C:7]1[CH:12]=[CH:11][CH:10]=[C:9]([C:13]([N:15]2[CH2:20][CH2:19][N:18]([CH3:21])[CH2:17][CH2:16]2)=[O:14])[C:8]=1[OH:22].[Cl:25][C:26]1[CH:32]=[C:31]([F:33])[CH:30]=[CH:29][C:27]=1[NH2:28]. Given the product [OH:22][C:8]1[C:9]([C:13]([N:15]2[CH2:20][CH2:19][N:18]([CH3:21])[CH2:17][CH2:16]2)=[O:14])=[CH:10][CH:11]=[CH:12][C:7]=1[NH:6][C:5]1[C:4](=[O:23])[C:3](=[O:24])[C:2]=1[NH:28][C:27]1[CH:29]=[CH:30][C:31]([F:33])=[CH:32][C:26]=1[Cl:25], predict the reactants needed to synthesize it. (3) Given the product [O:1]1[C:5]2[CH:6]=[CH:7][C:8]([C:10]3([C:13]([NH:15][C:16]4[CH:17]=[CH:18][C:19]([CH3:32])=[C:20]([C:22]5[CH:27]=[CH:26][C:25]([S:28]([Cl:35])(=[O:30])=[O:29])=[CH:24][CH:23]=5)[CH:21]=4)=[O:14])[CH2:12][CH2:11]3)=[CH:9][C:4]=2[O:3][CH2:2]1, predict the reactants needed to synthesize it. The reactants are: [O:1]1[C:5]2[CH:6]=[CH:7][C:8]([C:10]3([C:13]([NH:15][C:16]4[CH:17]=[CH:18][C:19]([CH3:32])=[C:20]([C:22]5[CH:27]=[CH:26][C:25]([S:28](O)(=[O:30])=[O:29])=[CH:24][CH:23]=5)[CH:21]=4)=[O:14])[CH2:12][CH2:11]3)=[CH:9][C:4]=2[O:3][CH2:2]1.O=S(Cl)[Cl:35].CN(C=O)C.